From a dataset of CYP2C9 inhibition data for predicting drug metabolism from PubChem BioAssay. Regression/Classification. Given a drug SMILES string, predict its absorption, distribution, metabolism, or excretion properties. Task type varies by dataset: regression for continuous measurements (e.g., permeability, clearance, half-life) or binary classification for categorical outcomes (e.g., BBB penetration, CYP inhibition). Dataset: cyp2c9_veith. (1) The compound is CN1C(=O)CC(Sc2ccccc2C(=O)O)C1=O. The result is 0 (non-inhibitor). (2) The molecule is CC(C)NC(=O)N1CC[C@@]2(CCCN(C(=O)c3cc(C(F)(F)F)cc(C(F)(F)F)c3)C2)C1. The result is 0 (non-inhibitor). (3) The compound is O=C(O)c1nnsc1COCc1ccccc1. The result is 0 (non-inhibitor). (4) The compound is CCCCC1CCC(c2nc(-c3ccccn3)no2)CC1. The result is 1 (inhibitor). (5) The result is 1 (inhibitor). The compound is COc1ccc(C)cc1NC(=O)CCC(=O)Nc1nnc(C(F)(F)F)s1. (6) The compound is CC(=O)Nc1ccc(NC2=Nc3ccccc3N3C2=Nc2c(c(C)nn2-c2ccccc2)C3c2ccccc2)cc1. The result is 1 (inhibitor). (7) The drug is CCCCN(C)CCCNC(=O)c1ccc(N2CCCC2=O)cc1. The result is 0 (non-inhibitor).